Dataset: Peptide-MHC class I binding affinity with 185,985 pairs from IEDB/IMGT. Task: Regression. Given a peptide amino acid sequence and an MHC pseudo amino acid sequence, predict their binding affinity value. This is MHC class I binding data. (1) The peptide sequence is HSKKKCDDL. The MHC is HLA-B54:01 with pseudo-sequence HLA-B54:01. The binding affinity (normalized) is 0. (2) The peptide sequence is LSSSVPSQK. The MHC is BoLA-T2a with pseudo-sequence BoLA-T2a. The binding affinity (normalized) is 0.408.